This data is from Full USPTO retrosynthesis dataset with 1.9M reactions from patents (1976-2016). The task is: Predict the reactants needed to synthesize the given product. (1) Given the product [Cl:7][C:8]1[CH:16]=[CH:15][C:14]([N:22]2[CH2:23][CH2:24][C@@H:20]([N:19]([CH3:25])[CH3:18])[CH2:21]2)=[CH:13][C:9]=1[C:10]([NH2:12])=[O:11], predict the reactants needed to synthesize it. The reactants are: C(=O)([O-])[O-].[K+].[K+].[Cl:7][C:8]1[CH:16]=[CH:15][C:14](F)=[CH:13][C:9]=1[C:10]([NH2:12])=[O:11].[CH3:18][N:19]([CH3:25])[C@@H:20]1[CH2:24][CH2:23][NH:22][CH2:21]1. (2) Given the product [C:18]([CH2:17][CH:16]([NH:15][C:7](=[O:9])[C:6]1[CH:10]=[C:2]([I:1])[CH:3]=[CH:4][C:5]=1[O:11][CH:12]([CH3:14])[CH3:13])[CH2:20][C:21]1[C:29]2[C:24](=[CH:25][CH:26]=[CH:27][CH:28]=2)[NH:23][CH:22]=1)#[N:19], predict the reactants needed to synthesize it. The reactants are: [I:1][C:2]1[CH:3]=[CH:4][C:5]([O:11][CH:12]([CH3:14])[CH3:13])=[C:6]([CH:10]=1)[C:7]([OH:9])=O.[NH2:15][CH:16]([CH2:20][C:21]1[C:29]2[C:24](=[CH:25][CH:26]=[CH:27][CH:28]=2)[NH:23][CH:22]=1)[CH2:17][C:18]#[N:19].CCN=C=NCCCN(C)C.Cl.C1C=CC2N(O)N=NC=2C=1. (3) Given the product [CH2:1]([S:3][C:4]1[CH:12]=[CH:11][C:10]([S:13]([CH3:16])(=[O:15])=[O:14])=[CH:9][C:5]=1[C:6]([N:28]1[CH2:29][CH2:30][N:25]([C:23]2[S:24][C:20]([C:19]([F:32])([F:18])[F:31])=[CH:21][N:22]=2)[CH2:26][CH2:27]1)=[O:8])[CH3:2], predict the reactants needed to synthesize it. The reactants are: [CH2:1]([S:3][C:4]1[CH:12]=[CH:11][C:10]([S:13]([CH3:16])(=[O:15])=[O:14])=[CH:9][C:5]=1[C:6]([OH:8])=O)[CH3:2].Cl.[F:18][C:19]([F:32])([F:31])[C:20]1[S:24][C:23]([N:25]2[CH2:30][CH2:29][NH:28][CH2:27][CH2:26]2)=[N:22][CH:21]=1. (4) Given the product [C:30]([Si:33]([CH3:35])([CH3:34])[O:12][C:9]1[CH:10]=[CH:11][C:6]([C:3]([C:14]2[CH:27]=[CH:26][C:17]([O:18][CH2:19][C:20](=[O:25])[C:21]([CH3:23])([CH3:22])[CH3:24])=[C:16]([CH3:28])[CH:15]=2)([CH2:4][CH3:5])[CH2:1][CH3:2])=[CH:7][C:8]=1[CH3:13])([CH3:32])([CH3:31])[CH3:29], predict the reactants needed to synthesize it. The reactants are: [CH2:1]([C:3]([C:14]1[CH:27]=[CH:26][C:17]([O:18][CH2:19][C:20](=[O:25])[C:21]([CH3:24])([CH3:23])[CH3:22])=[C:16]([CH3:28])[CH:15]=1)([C:6]1[CH:11]=[CH:10][C:9]([OH:12])=[C:8]([CH3:13])[CH:7]=1)[CH2:4][CH3:5])[CH3:2].[CH3:29][C:30]([Si:33](Cl)([CH3:35])[CH3:34])([CH3:32])[CH3:31].